This data is from Reaction yield outcomes from USPTO patents with 853,638 reactions. The task is: Predict the reaction yield, written as a fraction of the theoretical maximum amount of product (1.0 means a 100% yield; for example, 0.34 means a 34% yield). (1) The reactants are S(=O)(=O)(O)O.[F:6][C:7]1[CH:12]=[CH:11][CH:10]=[CH:9][C:8]=1[NH:13][C:14](=[O:18])[CH:15]=NO.O.S([O-])([O-])(=O)=[O:21].[Na+].[Na+]. The catalyst is CC(C)=O.C1(C)C=CC=CC=1. The product is [F:6][C:7]1[CH:12]=[CH:11][CH:10]=[C:9]2[C:8]=1[NH:13][C:14](=[O:18])[C:15]2=[O:21]. The yield is 0.404. (2) The reactants are [C:1]([O:5][C:6]([N:8]1[CH2:12][CH2:11][C:10]([CH2:15][C:16](O)=[O:17])([C:13]#[N:14])[CH2:9]1)=[O:7])([CH3:4])([CH3:3])[CH3:2].CO. The catalyst is C1COCC1. The product is [C:13]([C:10]1([CH2:15][CH2:16][OH:17])[CH2:11][CH2:12][N:8]([C:6]([O:5][C:1]([CH3:2])([CH3:3])[CH3:4])=[O:7])[CH2:9]1)#[N:14]. The yield is 0.423. (3) The reactants are [Cl:1][C:2]1[CH:11]=[CH:10][CH:9]=[C:8]2[C:3]=1[CH2:4][CH2:5][NH:6][C:7]2=[O:12].C(C1C(=O)C(Cl)=C(Cl)C(=O)C=1C#N)#N. The catalyst is O1CCOCC1. The product is [Cl:1][C:2]1[CH:11]=[CH:10][CH:9]=[C:8]2[C:3]=1[CH:4]=[CH:5][NH:6][C:7]2=[O:12]. The yield is 0.250.